Dataset: Forward reaction prediction with 1.9M reactions from USPTO patents (1976-2016). Task: Predict the product of the given reaction. (1) Given the reactants I[C:2]1[CH:3]=[C:4]([CH:8]=[CH:9][CH:10]=1)[N:5]([CH3:7])[CH3:6].Br[C:12]([F:19])([F:18])[C:13]([O:15][CH2:16][CH3:17])=[O:14], predict the reaction product. The product is: [CH3:6][N:5]([CH3:7])[C:4]1[CH:3]=[C:2]([C:12]([F:19])([F:18])[C:13]([O:15][CH2:16][CH3:17])=[O:14])[CH:10]=[CH:9][CH:8]=1. (2) Given the reactants [C:1]1([NH:7][N:8]=[CH:9][C:10](O)=O)[CH:6]=[CH:5][CH:4]=[CH:3][CH:2]=1.C1C(=O)N([Br:20])C(=O)C1.[C:21]([O:25][CH3:26])(=[O:24])[C:22]#C.C(N(CC)CC)C, predict the reaction product. The product is: [Br:20][C:9]1[CH:10]=[C:22]([C:21]([O:25][CH3:26])=[O:24])[N:7]([C:1]2[CH:2]=[CH:3][CH:4]=[CH:5][CH:6]=2)[N:8]=1. (3) Given the reactants [S:1]1[CH2:5][C:4](=[O:6])[NH:3][C:2]1=[O:7].Cl[CH2:9][C:10]1[CH:18]=[CH:17][C:13]2[O:14][CH2:15][O:16][C:12]=2[CH:11]=1.[F-].[K+], predict the reaction product. The product is: [O:14]1[C:13]2[CH:17]=[CH:18][C:10]([CH2:9][N:3]3[C:4](=[O:6])[CH2:5][S:1][C:2]3=[O:7])=[CH:11][C:12]=2[O:16][CH2:15]1. (4) Given the reactants [F:1][C:2]1[CH:7]=[CH:6][C:5]([C@@H:8]2[CH2:10][C@H:9]2[N:11](CC=C)[CH2:12][CH2:13][CH2:14][C@H:15]([NH:25][C:26](=[O:38])[C:27]2[CH:32]=[CH:31][C:30]([N:33]3[CH:37]=[CH:36][N:35]=[N:34]3)=[CH:29][CH:28]=2)[C:16]([N:18]2[CH2:23][CH2:22][N:21]([CH3:24])[CH2:20][CH2:19]2)=[O:17])=[CH:4][CH:3]=1.CN1C(=O)CC(=O)N(C)C1=O, predict the reaction product. The product is: [CH3:24][N:21]1[CH2:22][CH2:23][N:18]([C:16](=[O:17])[C@@H:15]([NH:25][C:26](=[O:38])[C:27]2[CH:28]=[CH:29][C:30]([N:33]3[CH:37]=[CH:36][N:35]=[N:34]3)=[CH:31][CH:32]=2)[CH2:14][CH2:13][CH2:12][NH:11][C@@H:9]2[CH2:10][C@H:8]2[C:5]2[CH:4]=[CH:3][C:2]([F:1])=[CH:7][CH:6]=2)[CH2:19][CH2:20]1. (5) Given the reactants Cl.[NH2:2][OH:3].[OH-].[K+].[CH3:6][N:7]1[C:16]2[C:11](=[CH:12][N:13]=[C:14]([CH3:17])[CH:15]=2)[CH:10]=[C:9]([C:18]2[CH:23]=[C:22]([NH:24]/[C:25](/SC)=[CH:26]/[C:27](=O)[C:28]3[S:29][CH:30]=[CH:31][N:32]=3)[CH:21]=[CH:20][C:19]=2[CH3:36])[C:8]1=[O:37].CC[O-].[Na+], predict the reaction product. The product is: [CH3:6][N:7]1[C:16]2[C:11](=[CH:12][N:13]=[C:14]([CH3:17])[CH:15]=2)[CH:10]=[C:9]([C:18]2[CH:23]=[C:22]([NH:24][C:25]3[O:3][N:2]=[C:27]([C:28]4[S:29][CH:30]=[CH:31][N:32]=4)[CH:26]=3)[CH:21]=[CH:20][C:19]=2[CH3:36])[C:8]1=[O:37]. (6) Given the reactants [Cl:1][C:2]1[CH:7]=[C:6]([F:8])[CH:5]=[CH:4][C:3]=1[OH:9].C(O)(=O)C.[N+:14]([O-])([OH:16])=[O:15], predict the reaction product. The product is: [Cl:1][C:2]1[CH:7]=[C:6]([F:8])[CH:5]=[C:4]([N+:14]([O-:16])=[O:15])[C:3]=1[OH:9].